Predict the reaction yield, written as a fraction of the theoretical maximum amount of product (1.0 means a 100% yield; for example, 0.34 means a 34% yield). From a dataset of Reaction yield outcomes from USPTO patents with 853,638 reactions. The reactants are [C:1]([O:7][CH2:8][CH3:9])(=[O:6])[CH2:2][C:3]([O-:5])=O.N1C=C[CH:13]=[CH:12][C:11]=1[C:16]1C=CC=CN=1.C([Li])CCC.CC(CC)C(Cl)=O.Cl. The catalyst is O1CCCC1. The product is [CH3:16][CH:11]([CH2:12][CH3:13])[C:3](=[O:5])[CH2:2][C:1]([O:7][CH2:8][CH3:9])=[O:6]. The yield is 1.00.